Task: Predict the reactants needed to synthesize the given product.. Dataset: Full USPTO retrosynthesis dataset with 1.9M reactions from patents (1976-2016) (1) Given the product [Br:48][CH2:21][C:22]([CH2:45][CH3:46])=[CH:23][CH2:24][C:25]1[C:33]([O:34][CH2:35][CH2:36][Si:37]([CH3:40])([CH3:39])[CH3:38])=[C:32]2[C:28]([CH2:29][O:30][C:31]2=[O:41])=[C:27]([CH3:42])[C:26]=1[O:43][CH3:44], predict the reactants needed to synthesize it. The reactants are: C1(P(C2C=CC=CC=2)C2C=CC=CC=2)C=CC=CC=1.O[CH2:21][C:22]([CH2:45][CH3:46])=[CH:23][CH2:24][C:25]1[C:33]([O:34][CH2:35][CH2:36][Si:37]([CH3:40])([CH3:39])[CH3:38])=[C:32]2[C:28]([CH2:29][O:30][C:31]2=[O:41])=[C:27]([CH3:42])[C:26]=1[O:43][CH3:44].C(Br)(Br)(Br)[Br:48]. (2) Given the product [Cl:14][C:15]1[C:20]([Cl:21])=[CH:19][CH:18]=[CH:17][C:16]=1[S:22]([NH:13][C:5]1[CH:6]=[CH:7][C:8]([N+:10]([O-:12])=[O:11])=[CH:9][C:4]=1[F:3])(=[O:24])=[O:23], predict the reactants needed to synthesize it. The reactants are: [H-].[Na+].[F:3][C:4]1[CH:9]=[C:8]([N+:10]([O-:12])=[O:11])[CH:7]=[CH:6][C:5]=1[NH2:13].[Cl:14][C:15]1[C:20]([Cl:21])=[CH:19][CH:18]=[CH:17][C:16]=1[S:22](Cl)(=[O:24])=[O:23]. (3) Given the product [CH3:1][O:2][C:3]1[CH:8]=[CH:7][C:6]([O:9][CH2:12][CH2:11][C:10]#[N:13])=[CH:5][CH:4]=1, predict the reactants needed to synthesize it. The reactants are: [CH3:1][O:2][C:3]1[CH:8]=[CH:7][C:6]([OH:9])=[CH:5][CH:4]=1.[C:10](#[N:13])[CH:11]=[CH2:12].C(N(CC)C(C)C)(C)C.